This data is from Full USPTO retrosynthesis dataset with 1.9M reactions from patents (1976-2016). The task is: Predict the reactants needed to synthesize the given product. Given the product [Cl:27][C:24]1[CH:25]=[CH:26][C:21]([N:1]2[CH2:6][CH2:5][NH:4][CH2:3][CH2:2]2)=[N:22][CH:23]=1, predict the reactants needed to synthesize it. The reactants are: [NH:1]1[CH2:6][CH2:5][NH:4][CH2:3][CH2:2]1.N1C=CC=CC=1.C1(C)C=CC=CC=1.Cl[C:21]1[CH:26]=[CH:25][C:24]([Cl:27])=[CH:23][N:22]=1.